This data is from NCI-60 drug combinations with 297,098 pairs across 59 cell lines. The task is: Regression. Given two drug SMILES strings and cell line genomic features, predict the synergy score measuring deviation from expected non-interaction effect. (1) Drug 1: C1C(C(OC1N2C=C(C(=O)NC2=O)F)CO)O. Cell line: UACC-257. Synergy scores: CSS=4.83, Synergy_ZIP=-4.11, Synergy_Bliss=-0.110, Synergy_Loewe=-8.07, Synergy_HSA=-2.48. Drug 2: CC1=C2C(C(=O)C3(C(CC4C(C3C(C(C2(C)C)(CC1OC(=O)C(C(C5=CC=CC=C5)NC(=O)C6=CC=CC=C6)O)O)OC(=O)C7=CC=CC=C7)(CO4)OC(=O)C)O)C)OC(=O)C. (2) Drug 1: CC1=C(C=C(C=C1)NC2=NC=CC(=N2)N(C)C3=CC4=NN(C(=C4C=C3)C)C)S(=O)(=O)N.Cl. Drug 2: C1=C(C(=O)NC(=O)N1)N(CCCl)CCCl. Cell line: T-47D. Synergy scores: CSS=21.9, Synergy_ZIP=-2.50, Synergy_Bliss=5.71, Synergy_Loewe=-3.88, Synergy_HSA=5.86. (3) Drug 1: CC12CCC3C(C1CCC2NC(=O)OCC(F)(F)F)CCC4C3(C=CC(=O)N4C)C. Drug 2: CCC1=C2N=C(C=C(N2N=C1)NCC3=C[N+](=CC=C3)[O-])N4CCCCC4CCO. Cell line: HT29. Synergy scores: CSS=51.5, Synergy_ZIP=3.77, Synergy_Bliss=5.45, Synergy_Loewe=-9.12, Synergy_HSA=4.29. (4) Drug 1: CS(=O)(=O)C1=CC(=C(C=C1)C(=O)NC2=CC(=C(C=C2)Cl)C3=CC=CC=N3)Cl. Drug 2: C1CN(CCN1C(=O)CCBr)C(=O)CCBr. Cell line: RXF 393. Synergy scores: CSS=11.7, Synergy_ZIP=-4.76, Synergy_Bliss=-3.08, Synergy_Loewe=-1.68, Synergy_HSA=-0.437. (5) Drug 1: C1C(C(OC1N2C=NC3=C(N=C(N=C32)Cl)N)CO)O. Drug 2: C1CCC(C(C1)N)N.C(=O)(C(=O)[O-])[O-].[Pt+4]. Cell line: SF-539. Synergy scores: CSS=27.9, Synergy_ZIP=-12.4, Synergy_Bliss=-8.80, Synergy_Loewe=-4.19, Synergy_HSA=-3.15. (6) Drug 1: CN(C)C1=NC(=NC(=N1)N(C)C)N(C)C. Drug 2: C1=NC2=C(N1)C(=S)N=C(N2)N. Cell line: OVCAR-5. Synergy scores: CSS=46.3, Synergy_ZIP=1.46, Synergy_Bliss=1.32, Synergy_Loewe=-27.0, Synergy_HSA=2.47. (7) Drug 1: C1=NC2=C(N=C(N=C2N1C3C(C(C(O3)CO)O)O)F)N. Drug 2: C1=NC2=C(N1)C(=S)N=CN2. Cell line: A549. Synergy scores: CSS=22.2, Synergy_ZIP=-6.46, Synergy_Bliss=-0.837, Synergy_Loewe=-22.0, Synergy_HSA=-2.26.